Dataset: Full USPTO retrosynthesis dataset with 1.9M reactions from patents (1976-2016). Task: Predict the reactants needed to synthesize the given product. (1) Given the product [N:18]1([NH:24][C:14]([C:12]2[CH:11]=[CH:10][C:9]([CH3:17])=[C:8]([C:4]3[CH:5]=[CH:6][CH:7]=[C:2]([Cl:1])[CH:3]=3)[N:13]=2)=[O:16])[CH2:23][CH2:22][CH2:21][CH2:20][CH2:19]1, predict the reactants needed to synthesize it. The reactants are: [Cl:1][C:2]1[CH:3]=[C:4]([C:8]2[N:13]=[C:12]([C:14]([OH:16])=O)[CH:11]=[CH:10][C:9]=2[CH3:17])[CH:5]=[CH:6][CH:7]=1.[N:18]1([NH2:24])[CH2:23][CH2:22][CH2:21][CH2:20][CH2:19]1. (2) Given the product [Cl:1][C:2]1[CH:3]=[C:4]([C:8]2[C:13]([O:14][CH3:15])=[CH:12][CH:11]=[C:10]([CH2:16][C:17]3[CH:18]=[CH:19][C:20]([NH:23][C:26]4[S:27][CH:28]=[CH:29][N:30]=4)=[CH:21][CH:22]=3)[C:9]=2[F:24])[CH:5]=[CH:6][CH:7]=1, predict the reactants needed to synthesize it. The reactants are: [Cl:1][C:2]1[CH:3]=[C:4]([C:8]2[C:13]([O:14][CH3:15])=[CH:12][CH:11]=[C:10]([CH2:16][C:17]3[CH:22]=[CH:21][C:20]([NH2:23])=[CH:19][CH:18]=3)[C:9]=2[F:24])[CH:5]=[CH:6][CH:7]=1.Br[C:26]1[S:27][CH:28]=[CH:29][N:30]=1.Cl.C(=O)([O-])[O-].[K+].[K+]. (3) The reactants are: [NH2:1][C:2]1[CH:9]=[CH:8][C:5]([C:6]#[N:7])=[CH:4][C:3]=1I.C(O[Si](OCC)(OCC)OCC)C.O=[C:25]1[CH2:29][CH2:28][CH2:27][CH:26]1[CH2:30][C:31]([O:33][CH3:34])=[O:32].C(N(C(C)C)C(C)C)C.Cl. Given the product [C:6]([C:5]1[CH:8]=[CH:9][C:2]2[NH:1][C:25]3[CH:26]([CH2:30][C:31]([O:33][CH3:34])=[O:32])[CH2:27][CH2:28][C:29]=3[C:3]=2[CH:4]=1)#[N:7], predict the reactants needed to synthesize it. (4) Given the product [C:10]([O:13][CH2:14][C:24]1[N:29]=[C:28]([O:30][C:31]2[C:32]([F:41])=[C:33]3[C:37](=[CH:38][CH:39]=2)[NH:36][C:35]([CH3:40])=[CH:34]3)[CH:27]=[CH:26][N:25]=1)(=[O:12])[CH3:11], predict the reactants needed to synthesize it. The reactants are: BrCCBr.C[Si](Cl)(C)C.[C:10]([O:13][CH2:14]Br)(=[O:12])[CH3:11].[Br-].C(OC[Zn+])(=O)C.Cl[C:24]1[N:29]=[C:28]([O:30][C:31]2[C:32]([F:41])=[C:33]3[C:37](=[CH:38][CH:39]=2)[NH:36][C:35]([CH3:40])=[CH:34]3)[CH:27]=[CH:26][N:25]=1.COC1C=CC=C(OC)C=1C1C=CC=CC=1P(C1CCCCC1)C1CCCCC1.[NH4+].[Cl-]. (5) Given the product [CH2:1]([O:8][C:9]1[C:14](=[O:15])[CH:13]=[C:12]([CH2:16][O:17][CH2:18][O:19][CH3:20])[O:11][C:10]=1[C:21]([N:33]([CH2:32][CH2:31][NH:30][C:29](=[O:43])[O:28][C:24]([CH3:26])([CH3:25])[CH3:27])[CH2:34][C:35]1[CH:40]=[CH:39][C:38]([Cl:41])=[C:37]([Cl:42])[CH:36]=1)=[O:23])[C:2]1[CH:3]=[CH:4][CH:5]=[CH:6][CH:7]=1, predict the reactants needed to synthesize it. The reactants are: [CH2:1]([O:8][C:9]1[C:14](=[O:15])[CH:13]=[C:12]([CH2:16][O:17][CH2:18][O:19][CH3:20])[O:11][C:10]=1[C:21]([OH:23])=O)[C:2]1[CH:7]=[CH:6][CH:5]=[CH:4][CH:3]=1.[C:24]([O:28][C:29](=[O:43])[NH:30][CH2:31][CH2:32][NH:33][CH2:34][C:35]1[CH:40]=[CH:39][C:38]([Cl:41])=[C:37]([Cl:42])[CH:36]=1)([CH3:27])([CH3:26])[CH3:25].C(N=C=NCCCN(C)C)C.ON1C2C=CC=CC=2N=N1.C(=O)([O-])O.[Na+]. (6) Given the product [C:11](/[C:12](=[CH:6]/[C:5]1[CH:8]=[CH:9][C:2]([F:1])=[CH:3][CH:4]=1)/[C:13]([O:15][CH3:16])=[O:14])(=[O:10])[CH3:17], predict the reactants needed to synthesize it. The reactants are: [F:1][C:2]1[CH:9]=[CH:8][C:5]([CH:6]=O)=[CH:4][CH:3]=1.[O:10]=[C:11]([CH3:17])[CH2:12][C:13]([O:15][CH3:16])=[O:14].N1CCCCC1.